This data is from Forward reaction prediction with 1.9M reactions from USPTO patents (1976-2016). The task is: Predict the product of the given reaction. Given the reactants [Cl:1][C:2]1[CH:3]=[C:4]([CH:9]=[CH:10][C:11]=1[CH2:12][N:13]1[CH2:18][CH2:17][N:16]([CH3:19])[CH2:15][CH2:14]1)[C:5]([O:7]C)=[O:6].[OH-].[Na+], predict the reaction product. The product is: [Cl:1][C:2]1[CH:3]=[C:4]([CH:9]=[CH:10][C:11]=1[CH2:12][N:13]1[CH2:14][CH2:15][N:16]([CH3:19])[CH2:17][CH2:18]1)[C:5]([OH:7])=[O:6].